From a dataset of Full USPTO retrosynthesis dataset with 1.9M reactions from patents (1976-2016). Predict the reactants needed to synthesize the given product. (1) Given the product [ClH:30].[CH3:1][O:2][C:3](=[O:29])/[CH:4]=[CH:5]/[C:6]1[CH:7]=[C:8]2[C:25](=[CH:26][CH:27]=1)[O:24][C:11]1([CH2:16][CH2:15][CH2:14][NH:13][CH2:12]1)[CH2:10][C:9]2=[O:28], predict the reactants needed to synthesize it. The reactants are: [CH3:1][O:2][C:3](=[O:29])/[CH:4]=[CH:5]/[C:6]1[CH:7]=[C:8]2[C:25](=[CH:26][CH:27]=1)[O:24][C:11]1([CH2:16][CH2:15][CH2:14][N:13](C(OC(C)(C)C)=O)[CH2:12]1)[CH2:10][C:9]2=[O:28].[ClH:30]. (2) Given the product [NH2:7][C@@H:8]([CH2:35][C:36]1[S:37][CH:38]=[CH:39][CH:40]=1)[C:9]([N:11]1[CH2:12][CH2:13][C:14]([C:26]2[CH:27]=[CH:28][CH:29]=[CH:30][CH:31]=2)([C:17]([NH:18][C@H:19]2[CH2:20][CH2:21][C@H:22]([C:42]([OH:44])=[O:43])[CH2:23][CH2:24]2)=[O:25])[CH2:15][CH2:16]1)=[O:10], predict the reactants needed to synthesize it. The reactants are: C(OC(=O)[NH:7][C@@H:8]([CH2:35][C:36]1[S:37][CH:38]=[CH:39][CH:40]=1)[C:9]([N:11]1[CH2:16][CH2:15][C:14]([CH2:26][C:27]2C=[CH:31][CH:30]=[CH:29][C:28]=2C#N)([C:17](=[O:25])[NH:18][CH:19]2[CH2:24][CH2:23][CH2:22][CH2:21][CH2:20]2)[CH2:13][CH2:12]1)=[O:10])(C)(C)C.[CH3:42][OH:43].[OH-:44].[Na+]. (3) Given the product [F:38][C:39]1([F:45])[CH2:44][CH2:43][N:42]([C:2]2[CH:35]=[CH:34][C:5]([CH2:6][N:7]3[C:11]4[CH:12]=[C:13]([O:16][CH2:17][C:18]5[CH:23]=[CH:22][C:21]([CH3:24])=[CH:20][N:19]=5)[CH:14]=[CH:15][C:10]=4[N:9]=[C:8]3[C@H:25]3[CH2:30][CH2:29][CH2:28][CH2:27][C@H:26]3[C:31]([OH:33])=[O:32])=[C:4]([F:36])[CH:3]=2)[CH2:41][CH2:40]1, predict the reactants needed to synthesize it. The reactants are: Br[C:2]1[CH:35]=[CH:34][C:5]([CH2:6][N:7]2[C:11]3[CH:12]=[C:13]([O:16][CH2:17][C:18]4[CH:23]=[CH:22][C:21]([CH3:24])=[CH:20][N:19]=4)[CH:14]=[CH:15][C:10]=3[N:9]=[C:8]2[C@H:25]2[CH2:30][CH2:29][CH2:28][CH2:27][C@H:26]2[C:31]([OH:33])=[O:32])=[C:4]([F:36])[CH:3]=1.Cl.[F:38][C:39]1([F:45])[CH2:44][CH2:43][NH:42][CH2:41][CH2:40]1. (4) Given the product [CH2:17]([CH:24]1[CH2:29][CH2:28][N:27]([C:13]([C:9]2[NH:10][C:11]3[CH:12]=[C:4]4[O:3][C:2](=[O:1])[NH:16][C:5]4=[CH:6][C:7]=3[CH:8]=2)=[O:15])[CH2:26][CH2:25]1)[C:18]1[CH:23]=[CH:22][CH:21]=[CH:20][CH:19]=1, predict the reactants needed to synthesize it. The reactants are: [O:1]=[C:2]1[NH:16][C:5]2=[CH:6][C:7]3[CH:8]=[C:9]([C:13]([OH:15])=O)[NH:10][C:11]=3[CH:12]=[C:4]2[O:3]1.[CH2:17]([CH:24]1[CH2:29][CH2:28][NH:27][CH2:26][CH2:25]1)[C:18]1[CH:23]=[CH:22][CH:21]=[CH:20][CH:19]=1. (5) Given the product [NH2:8][C:7]1[C:18]([C:17]([O:23][CH2:24][CH3:25])=[O:22])=[C:19]([CH3:21])[N:1]=[C:2]2[S:3][CH:4]=[C:5]([C:9]3[CH:14]=[CH:13][CH:12]=[C:11]([O:15][CH3:16])[CH:10]=3)[C:6]=12, predict the reactants needed to synthesize it. The reactants are: [NH2:1][C:2]1[S:3][CH:4]=[C:5]([C:9]2[CH:14]=[CH:13][CH:12]=[C:11]([O:15][CH3:16])[CH:10]=2)[C:6]=1[C:7]#[N:8].[C:17]([O:23][CH2:24][CH3:25])(=[O:22])[CH2:18][C:19]([CH3:21])=O.Cl[Sn](Cl)(Cl)Cl.